From a dataset of Full USPTO retrosynthesis dataset with 1.9M reactions from patents (1976-2016). Predict the reactants needed to synthesize the given product. Given the product [Br:1][C:2]1[CH:7]=[CH:6][C:5]([CH2:8][Br:12])=[CH:4][C:3]=1[O:10][CH3:11], predict the reactants needed to synthesize it. The reactants are: [Br:1][C:2]1[CH:7]=[CH:6][C:5]([CH2:8]O)=[CH:4][C:3]=1[O:10][CH3:11].[Br:12]P(Br)Br.O.